This data is from Reaction yield outcomes from USPTO patents with 853,638 reactions. The task is: Predict the reaction yield, written as a fraction of the theoretical maximum amount of product (1.0 means a 100% yield; for example, 0.34 means a 34% yield). (1) The reactants are [F:1][C:2]1[CH:7]=[CH:6][C:5]([C:8]2[C:13]([C:14]3[CH:19]=[CH:18][N:17]=[CH:16][CH:15]=3)=[C:12]([C:20]3[CH:25]=[CH:24][C:23]([F:26])=[CH:22][CH:21]=3)[N:11]=[C:10]3[NH:27][N:28]=[CH:29][C:9]=23)=[CH:4][CH:3]=1.[Br:30]Br.C(#N)C. The catalyst is C(Cl)(Cl)Cl. The product is [Br:30][C:29]1[C:9]2[C:10](=[N:11][C:12]([C:20]3[CH:25]=[CH:24][C:23]([F:26])=[CH:22][CH:21]=3)=[C:13]([C:14]3[CH:15]=[CH:16][N:17]=[CH:18][CH:19]=3)[C:8]=2[C:5]2[CH:6]=[CH:7][C:2]([F:1])=[CH:3][CH:4]=2)[NH:27][N:28]=1. The yield is 0.970. (2) The reactants are BrC1SC2C=C(C(OCC)=O)C=CC=2N=1.FC1(F)CCNCC1.C([O-])([O-])=O.[Cs+].[Cs+].[F:30][C:31]1([F:51])[CH2:36][CH2:35][N:34]([C:37]2[S:38][C:39]3[CH:45]=[C:44]([C:46]([O:48]CC)=[O:47])[CH:43]=[CH:42][C:40]=3[N:41]=2)[CH2:33][CH2:32]1.Cl. The catalyst is CC#N.O. The product is [F:51][C:31]1([F:30])[CH2:36][CH2:35][N:34]([C:37]2[S:38][C:39]3[CH:45]=[C:44]([C:46]([OH:48])=[O:47])[CH:43]=[CH:42][C:40]=3[N:41]=2)[CH2:33][CH2:32]1. The yield is 0.990. (3) The reactants are [C:1]([N:4]1[C:13]2[C:8](=[CH:9][C:10]([F:14])=[CH:11][CH:12]=2)[C@H:7]([OH:15])[CH2:6][C@@H:5]1[CH3:16])(=[O:3])[CH3:2].[C:17]1(O)[CH:22]=[CH:21][CH:20]=[CH:19][CH:18]=1. No catalyst specified. The product is [C:1]([N:4]1[C:13]2[C:8](=[CH:9][C:10]([F:14])=[CH:11][CH:12]=2)[C@H:7]([O:15][C:17]2[CH:22]=[CH:21][CH:20]=[CH:19][CH:18]=2)[CH2:6][C@@H:5]1[CH3:16])(=[O:3])[CH3:2]. The yield is 0.630.